Dataset: Catalyst prediction with 721,799 reactions and 888 catalyst types from USPTO. Task: Predict which catalyst facilitates the given reaction. Reactant: [Cl:1][C:2]1[CH:3]=[C:4]([C:12]2[O:16][N:15]=[C:14]([C:17]3[C:18]([CH3:27])=[C:19]4[C:24](=[CH:25][CH:26]=3)[CH2:23][NH:22][CH2:21][CH2:20]4)[N:13]=2)[CH:5]=[N:6][C:7]=1[O:8][CH:9]([CH3:11])[CH3:10].CN(C([O:35]N1N=NC2C=CC=NC1=2)=[N+](C)C)C.F[P-](F)(F)(F)(F)F.CCN(C(C)C)C(C)C.[C:61]([NH:68][C:69](=O)[CH2:70]N)([O:63][C:64]([CH3:67])([CH3:66])[CH3:65])=[O:62]. Product: [Cl:1][C:2]1[CH:3]=[C:4]([C:12]2[O:16][N:15]=[C:14]([C:17]3[C:18]([CH3:27])=[C:19]4[C:24](=[CH:25][CH:26]=3)[CH2:23][N:22]([C:70](=[O:35])[CH2:69][NH:68][C:61](=[O:62])[O:63][C:64]([CH3:67])([CH3:66])[CH3:65])[CH2:21][CH2:20]4)[N:13]=2)[CH:5]=[N:6][C:7]=1[O:8][CH:9]([CH3:10])[CH3:11]. The catalyst class is: 3.